Dataset: Forward reaction prediction with 1.9M reactions from USPTO patents (1976-2016). Task: Predict the product of the given reaction. (1) Given the reactants [C:1]([CH2:3][CH2:4][CH:5]([C:13]([NH:15][S:16](/[CH:19]=[CH:20]/[C:21]1[CH:26]=[CH:25][CH:24]=[CH:23][CH:22]=1)(=[O:18])=[O:17])=[O:14])[C:6]([N:8]([CH2:11][CH3:12])[CH2:9][CH3:10])=[O:7])#[N:2].C(N[C:30]1[CH:35]=CC=[CH:32][CH:31]=1)C, predict the reaction product. The product is: [C:1]([CH2:3][CH2:4][CH:5]([C:13]([NH:15][S:16](/[CH:19]=[CH:20]/[C:21]1[CH:26]=[CH:25][CH:24]=[CH:23][CH:22]=1)(=[O:17])=[O:18])=[O:14])[C:6]([N:8]([CH2:9][CH3:10])[C:11]1[CH:32]=[CH:31][CH:30]=[CH:35][CH:12]=1)=[O:7])#[N:2]. (2) Given the reactants [CH3:1][C:2]1[CH:7]=[CH:6][C:5]([C:8]2[CH:13]=[CH:12][C:11]([C:14]([O:16][C:17]([CH3:20])([CH3:19])[CH3:18])=[O:15])=[CH:10][CH:9]=2)=[CH:4][CH:3]=1.C1C(=O)N([Br:28])C(=O)C1.C(OOC(=O)C1C=CC=CC=1)(=O)C1C=CC=CC=1, predict the reaction product. The product is: [Br:28][CH2:1][C:2]1[CH:7]=[CH:6][C:5]([C:8]2[CH:13]=[CH:12][C:11]([C:14]([O:16][C:17]([CH3:20])([CH3:19])[CH3:18])=[O:15])=[CH:10][CH:9]=2)=[CH:4][CH:3]=1. (3) Given the reactants [Br:1]Br.C([O-])(=O)C.[Na+].[F:8][C:9]1[CH:18]=[C:17]([C:19]2[CH:20]=[N:21][C:22]3[N:23]([CH:25]=[CH:26][N:27]=3)[CH:24]=2)[CH:16]=[CH:15][C:10]=1[C:11]([NH:13][CH3:14])=[O:12], predict the reaction product. The product is: [Br:1][C:25]1[N:23]2[CH:24]=[C:19]([C:17]3[CH:16]=[CH:15][C:10]([C:11]([NH:13][CH3:14])=[O:12])=[C:9]([F:8])[CH:18]=3)[CH:20]=[N:21][C:22]2=[N:27][CH:26]=1.